This data is from Reaction yield outcomes from USPTO patents with 853,638 reactions. The task is: Predict the reaction yield, written as a fraction of the theoretical maximum amount of product (1.0 means a 100% yield; for example, 0.34 means a 34% yield). (1) The reactants are [OH:1][C:2]1[CH:7]=[C:6]([OH:8])[N:5]=[C:4]([CH3:9])[N:3]=1.[N+:10]([O-])([OH:12])=[O:11]. No catalyst specified. The product is [OH:1][C:2]1[C:7]([N+:10]([O-:12])=[O:11])=[C:6]([OH:8])[N:5]=[C:4]([CH3:9])[N:3]=1. The yield is 0.150. (2) The reactants are [OH:1][C:2]1[CH:3]=[C:4]([C:9]2[CH:16]=[CH:15][C:12]([C:13]#[N:14])=[CH:11][CH:10]=2)[CH:5]=[N:6][C:7]=1[OH:8].CN(C=O)C.[N-:22]=[N+:23]=[N-:24].[Na+]. The catalyst is CC(O)=O. The product is [NH:22]1[C:13]([C:12]2[CH:15]=[CH:16][C:9]([C:4]3[CH:3]=[C:2]([OH:1])[C:7](=[O:8])[NH:6][CH:5]=3)=[CH:10][CH:11]=2)=[N:14][N:24]=[N:23]1. The yield is 0.340.